This data is from Catalyst prediction with 721,799 reactions and 888 catalyst types from USPTO. The task is: Predict which catalyst facilitates the given reaction. (1) Reactant: [F:1][C:2]1[CH:3]=[C:4]([NH:9][C:10]([C:12]2[C:13]([CH3:26])=[N:14][S:15][C:16]=2[NH:17][C:18]2[CH:23]=[N:22][C:21]([CH:24]=[CH2:25])=[CH:20][N:19]=2)=[O:11])[CH:5]=[CH:6][C:7]=1[F:8]. Product: [F:1][C:2]1[CH:3]=[C:4]([NH:9][C:10]([C:12]2[C:13]([CH3:26])=[N:14][S:15][C:16]=2[NH:17][C:18]2[CH:23]=[N:22][C:21]([CH2:24][CH3:25])=[CH:20][N:19]=2)=[O:11])[CH:5]=[CH:6][C:7]=1[F:8]. The catalyst class is: 865. (2) Reactant: [F:8][C:7]([F:10])([F:9])[C:6](O[C:6](=[O:11])[C:7]([F:10])([F:9])[F:8])=[O:11].[Cl:14][C:15]1[CH:23]=[CH:22][CH:21]=[C:20]2[C:16]=1[CH:17]=[CH:18][NH:19]2.CN(C=O)C. Product: [Cl:14][C:15]1[CH:23]=[CH:22][CH:21]=[C:20]2[C:16]=1[C:17]([C:6](=[O:11])[C:7]([F:8])([F:9])[F:10])=[CH:18][NH:19]2. The catalyst class is: 6. (3) Reactant: [OH-].[K+].[C:3]([C:6]1[CH:11]=[N:10][N:9]2[CH:12]=[C:13]([C:15]3[CH:20]=[CH:19][CH:18]=[CH:17][CH:16]=3)[CH:14]=[C:8]2[C:7]=1[NH:21][C@@H:22]1[CH2:26][CH2:25][C@:24]([CH3:31])([C:27]([O:29]C)=[O:28])[C:23]1([CH3:33])[CH3:32])(=[O:5])[NH2:4]. Product: [C:3]([C:6]1[CH:11]=[N:10][N:9]2[CH:12]=[C:13]([C:15]3[CH:20]=[CH:19][CH:18]=[CH:17][CH:16]=3)[CH:14]=[C:8]2[C:7]=1[NH:21][C@@H:22]1[CH2:26][CH2:25][C@:24]([CH3:31])([C:27]([OH:29])=[O:28])[C:23]1([CH3:33])[CH3:32])(=[O:5])[NH2:4]. The catalyst class is: 162. (4) Reactant: CC1C=CC(S(O)(=O)=O)=CC=1.[F:12][C:13]([F:22])([F:21])[CH:14]([C:17]([F:20])([F:19])[F:18])[CH2:15][NH2:16].CO[CH2:25][CH:26]=[C:27]1[C:32](=[O:33])[O:31][C:30]([CH3:35])([CH3:34])[O:29][C:28]1=[O:36]. Product: [CH3:35][C:30]1([CH3:34])[O:29][C:28](=[O:36])[C:27](=[C:26]([NH:16][CH2:15][CH:14]([C:17]([F:19])([F:18])[F:20])[C:13]([F:21])([F:22])[F:12])[CH3:25])[C:32](=[O:33])[O:31]1. The catalyst class is: 32. (5) Reactant: C(P(=O)(OCC)OCC)#N.C(N(CC)CC)C.[Cl:18][C:19]1[CH:20]=[CH:21][C:22]2[N:28]([CH2:29][C:30]([CH3:33])([CH3:32])[CH3:31])[C:27](=[O:34])[C@@H:26]([CH2:35][C:36]([OH:38])=O)[O:25][C@H:24]([C:39]3[CH:44]=[CH:43][CH:42]=[C:41]([O:45][CH3:46])[C:40]=3[O:47][CH3:48])[C:23]=2[CH:49]=1.Cl.[CH3:51][O:52][C:53](=[O:60])[C@@H:54]([CH2:56][CH:57]([CH3:59])[CH3:58])[NH2:55]. Product: [CH3:51][O:52][C:53](=[O:60])[C@@H:54]([CH2:56][CH:57]([CH3:59])[CH3:58])[NH:55][C:36](=[O:38])[CH2:35][C@H:26]1[O:25][C@H:24]([C:39]2[CH:44]=[CH:43][CH:42]=[C:41]([O:45][CH3:46])[C:40]=2[O:47][CH3:48])[C:23]2[CH:49]=[C:19]([Cl:18])[CH:20]=[CH:21][C:22]=2[N:28]([CH2:29][C:30]([CH3:33])([CH3:31])[CH3:32])[C:27]1=[O:34]. The catalyst class is: 35.